From a dataset of Reaction yield outcomes from USPTO patents with 853,638 reactions. Predict the reaction yield, written as a fraction of the theoretical maximum amount of product (1.0 means a 100% yield; for example, 0.34 means a 34% yield). (1) The reactants are [Br:1][C:2]1[CH:7]=[CH:6][CH:5]=[CH:4][C:3]=1[OH:8].[Cl-].[Mg+2].[Cl-].[CH2:12]=[O:13].CCN(CC)CC. The catalyst is C(#N)C.Cl. The product is [Br:1][C:2]1[C:3]([OH:8])=[C:4]([CH:5]=[CH:6][CH:7]=1)[CH:12]=[O:13]. The yield is 1.00. (2) The reactants are [C:1](Cl)(=[O:3])[CH3:2].[CH3:5][C:6]1([CH3:20])[CH2:12][CH2:11][CH2:10][NH:9][C:8]2[CH:13]=[C:14]([N+:17]([O-:19])=[O:18])[CH:15]=[CH:16][C:7]1=2.C([O-])(O)=O.[Na+].O. The catalyst is C(Cl)Cl. The product is [CH3:5][C:6]1([CH3:20])[CH2:12][CH2:11][CH2:10][N:9]([C:1](=[O:3])[CH3:2])[C:8]2[CH:13]=[C:14]([N+:17]([O-:19])=[O:18])[CH:15]=[CH:16][C:7]1=2. The yield is 0.640. (3) The reactants are [Br:1][C:2]1[N:7]=[C:6]([C:8](=[O:10])[CH3:9])[C:5]([F:11])=[C:4]([Si:12]([CH2:17][CH3:18])([CH2:15][CH3:16])[CH2:13][CH3:14])[CH:3]=1.[Si](OS(C(F)(F)F)(=O)=O)(C)(C)C.[CH3:31][O:32][CH2:33]OC.C(C1C=CC=C(C(C)(C)C)N=1)(C)(C)C. The catalyst is ClCCl. The product is [Br:1][C:2]1[N:7]=[C:6]([C:8](=[O:10])[CH2:9][CH2:31][O:32][CH3:33])[C:5]([F:11])=[C:4]([Si:12]([CH2:15][CH3:16])([CH2:13][CH3:14])[CH2:17][CH3:18])[CH:3]=1. The yield is 0.720. (4) The reactants are C([O:8][C@@H:9]([C:11]1[N:15]2[N:16]([CH2:36][C:37]3[C:38]([CH3:47])=[N:39][C:40]([C:43]([F:46])([F:45])[F:44])=[CH:41][CH:42]=3)[C:17](=[O:35])[C:18]([C:27]3[CH:34]=[CH:33][C:30]([C:31]#[N:32])=[CH:29][CH:28]=3)=[C:19]([C:20]3[CH:25]=[CH:24][C:23]([Cl:26])=[CH:22][CH:21]=3)[C:14]2=[N:13][N:12]=1)[CH3:10])C1C=CC=CC=1.CC#N.[Si](I)(C)(C)C. The catalyst is CCOC(C)=O. The product is [Cl:26][C:23]1[CH:22]=[CH:21][C:20]([C:19]2[C:14]3[N:15]([C:11]([C@H:9]([OH:8])[CH3:10])=[N:12][N:13]=3)[N:16]([CH2:36][C:37]3[C:38]([CH3:47])=[N:39][C:40]([C:43]([F:44])([F:45])[F:46])=[CH:41][CH:42]=3)[C:17](=[O:35])[C:18]=2[C:27]2[CH:28]=[CH:29][C:30]([C:31]#[N:32])=[CH:33][CH:34]=2)=[CH:25][CH:24]=1. The yield is 0.440. (5) The reactants are [CH2:1]([O:3][C:4]([C:6]1[N:7]=[CH:8][C:9]2[C:14]([C:15]=1[OH:16])=[CH:13][CH:12]=[C:11]([Br:17])[CH:10]=2)=[O:5])[CH3:2].CC1C=C(C)N=C(C)C=1.CC1C([IH+:34])=C(C)N=C(C)C=1.F[P-](F)(F)(F)(F)F. The catalyst is ClCCl. The product is [CH2:1]([O:3][C:4]([C:6]1[N:7]=[C:8]([I:34])[C:9]2[C:14]([C:15]=1[OH:16])=[CH:13][CH:12]=[C:11]([Br:17])[CH:10]=2)=[O:5])[CH3:2]. The yield is 0.770. (6) The reactants are [N+:1]([C:4]1[NH:8][N:7]=[C:6]([C:9]([OH:11])=O)[CH:5]=1)([O-:3])=[O:2].C(N1C=CN=C1)([N:14]1C=CN=C1)=O.N. The catalyst is CN(C=O)C.CO. The product is [N+:1]([C:4]1[CH:5]=[C:6]([C:9]([NH2:14])=[O:11])[NH:7][N:8]=1)([O-:3])=[O:2]. The yield is 0.480.